From a dataset of Rat liver microsome stability data. Regression/Classification. Given a drug SMILES string, predict its absorption, distribution, metabolism, or excretion properties. Task type varies by dataset: regression for continuous measurements (e.g., permeability, clearance, half-life) or binary classification for categorical outcomes (e.g., BBB penetration, CYP inhibition). Dataset: rlm. (1) The molecule is Cn1c(=O)c(F)c(Nc2ccc(I)cc2F)c2c(=O)n(C(CO)CO)cnc21. The result is 0 (unstable in rat liver microsomes). (2) The compound is O=C(Nc1ccc(F)cc1F)c1cc(-c2ccc[nH]2)[nH]n1. The result is 1 (stable in rat liver microsomes). (3) The molecule is CCOC(=O)CCNc1cc(N2CCc3ccccc3CC2)nc(-c2cccnc2)n1. The result is 1 (stable in rat liver microsomes). (4) The molecule is O=C(NCC1CCOCC1)C1CC(=O)N(c2[nH]nc3cc(Br)ccc23)C1. The result is 0 (unstable in rat liver microsomes). (5) The result is 0 (unstable in rat liver microsomes). The molecule is COc1cc(-c2cn(C)c(=O)c3cnccc23)c(OC)cc1CN(C)C. (6) The compound is O=C(NCc1ccc(Cl)cc1Cl)N1CCC(Oc2ccc(F)cc2)CC1. The result is 1 (stable in rat liver microsomes). (7) The molecule is O=C1CN(Cc2ccc(-c3cccc(CN4CCCCC4)n3)cc2)C(=O)N1C1CCC1. The result is 1 (stable in rat liver microsomes). (8) The result is 1 (stable in rat liver microsomes). The molecule is CNc1ncc(-c2cccc3ccccc23)o1. (9) The compound is Cc1ccc(-n2ncc3c(NCCCN(C)C)ncnc32)cc1Cl. The result is 1 (stable in rat liver microsomes). (10) The compound is O=C(c1nc(-c2cccnc2)c2ccccn12)N1CCOCC1. The result is 0 (unstable in rat liver microsomes).